From a dataset of Catalyst prediction with 721,799 reactions and 888 catalyst types from USPTO. Predict which catalyst facilitates the given reaction. Reactant: [C:1]([C:3]1[CH:8]=[CH:7][C:6]([C:9]2([O:12][CH:13]([CH3:15])[CH3:14])[CH2:11][CH2:10]2)=[CH:5][C:4]=1CC)#[CH:2].[CH3:18][O:19][C:20](=[O:29])[CH2:21][C:22]1[CH:27]=[CH:26][C:25](I)=[CH:24][CH:23]=1.[CH2:30](N(CC)CC)[CH3:31]. Product: [CH:13]([O:12][C:9]1([C:6]2[CH:5]=[CH:4][C:3]([C:1]#[C:2][C:25]3[CH:26]=[CH:27][C:22]([CH2:21][C:20]([O:19][CH3:18])=[O:29])=[CH:23][CH:24]=3)=[CH:8][C:7]=2[CH2:30][CH3:31])[CH2:10][CH2:11]1)([CH3:14])[CH3:15]. The catalyst class is: 724.